From a dataset of Forward reaction prediction with 1.9M reactions from USPTO patents (1976-2016). Predict the product of the given reaction. Given the reactants C(OC([NH:11][C@@H:12]([C@H:28]([O:35][Si:36]([C:39]([CH3:42])([CH3:41])[CH3:40])([CH3:38])[CH3:37])[C:29]1[CH:34]=[CH:33][CH:32]=[CH:31][CH:30]=1)[CH2:13][CH2:14][C:15](=O)[CH2:16][C:17]1[CH:26]=[CH:25][C:20]([C:21]([O:23][CH3:24])=[O:22])=[CH:19][CH:18]=1)=O)C1C=CC=CC=1, predict the reaction product. The product is: [Si:36]([O:35][C@H:28]([C:29]1[CH:30]=[CH:31][CH:32]=[CH:33][CH:34]=1)[C@@H:12]1[NH:11][C@H:15]([CH2:16][C:17]2[CH:18]=[CH:19][C:20]([C:21]([O:23][CH3:24])=[O:22])=[CH:25][CH:26]=2)[CH2:14][CH2:13]1)([C:39]([CH3:41])([CH3:42])[CH3:40])([CH3:38])[CH3:37].